This data is from Catalyst prediction with 721,799 reactions and 888 catalyst types from USPTO. The task is: Predict which catalyst facilitates the given reaction. Reactant: [CH2:1]([NH:8][CH3:9])[C:2]1[CH:7]=[CH:6][CH:5]=[CH:4][CH:3]=1.[ClH:10].O.CC(C)=O. Product: [ClH:10].[CH2:1]([NH:8][CH3:9])[C:2]1[CH:7]=[CH:6][CH:5]=[CH:4][CH:3]=1. The catalyst class is: 11.